From a dataset of Forward reaction prediction with 1.9M reactions from USPTO patents (1976-2016). Predict the product of the given reaction. Given the reactants FC(F)(F)C(O[C:6](=[O:11])[C:7](F)(F)F)=O.[Br:14][C:15]1[C:16]([Cl:23])=[CH:17]C(C)=[N+:19]([O-])[CH:20]=1.CO, predict the reaction product. The product is: [Br:14][C:15]1[C:16]([Cl:23])=[CH:17][C:7]([CH2:6][OH:11])=[N:19][CH:20]=1.